From a dataset of Full USPTO retrosynthesis dataset with 1.9M reactions from patents (1976-2016). Predict the reactants needed to synthesize the given product. (1) Given the product [CH2:1]([N:3]1[C:7]2[N:8]=[C:9]([C:18]3[CH:23]=[CH:22][C:21]([NH:24][C:25]([NH:27][C:28]4[CH:36]=[CH:35][C:31]([C:32]([NH:58][CH2:59][CH2:60][CH2:61][N:62]5[CH2:63][CH2:40][N:39]([CH3:42])[CH2:38][CH2:64]5)=[O:33])=[CH:30][CH:29]=4)=[O:26])=[CH:20][CH:19]=3)[N:10]=[C:11]([N:12]3[CH2:17][CH2:16][O:15][CH2:14][CH2:13]3)[C:6]=2[N:5]=[N:4]1)[CH3:2], predict the reactants needed to synthesize it. The reactants are: [CH2:1]([N:3]1[C:7]2[N:8]=[C:9]([C:18]3[CH:23]=[CH:22][C:21]([NH:24][C:25]([NH:27][C:28]4[CH:36]=[CH:35][C:31]([C:32](O)=[O:33])=[CH:30][CH:29]=4)=[O:26])=[CH:20][CH:19]=3)[N:10]=[C:11]([N:12]3[CH2:17][CH2:16][O:15][CH2:14][CH2:13]3)[C:6]=2[N:5]=[N:4]1)[CH3:2].C[CH2:38][N:39]([CH2:42]C)[CH2:40]C.C1C=CC2N(O)N=NC=2C=1.CCN=C=[N:58][CH2:59][CH2:60][CH2:61][N:62]([CH3:64])[CH3:63]. (2) Given the product [Br:13][CH2:12][C:8]1[CH:7]=[C:6]2[C:11]([C:2]([Cl:1])=[CH:3][N:4]=[N:5]2)=[CH:10][CH:9]=1, predict the reactants needed to synthesize it. The reactants are: [Cl:1][C:2]1[C:11]2[C:6](=[CH:7][C:8]([CH3:12])=[CH:9][CH:10]=2)[N:5]=[N:4][CH:3]=1.[Br:13]N1C(=O)CCC1=O.C(OOC(=O)C1C=CC=CC=1)(=O)C1C=CC=CC=1. (3) Given the product [F:1][C:2]([F:11])([F:10])[CH2:3][CH:4]([OH:9])[C:5]([NH2:12])=[O:6], predict the reactants needed to synthesize it. The reactants are: [F:1][C:2]([F:11])([F:10])[CH2:3][CH:4]([OH:9])[C:5](OC)=[O:6].[NH3:12].CO. (4) Given the product [NH2:8][C:7]1[CH:9]=[C:10]([OH:12])[CH:11]=[C:5]([CH2:1][CH2:2][CH2:3][CH3:4])[CH:6]=1, predict the reactants needed to synthesize it. The reactants are: [CH2:1]([C:5]1[CH:6]=[C:7]([CH:9]=[C:10]([O:12]C)[CH:11]=1)[NH2:8])[CH2:2][CH2:3][CH3:4].B(Br)(Br)Br. (5) Given the product [F:1][C:2]1[CH:3]=[C:4]([NH:15][C:16](=[O:22])[O:17][CH2:18][CH:19]([CH3:20])[CH3:21])[CH:5]=[CH:6][C:7]=1[CH:8]1[CH2:13][CH2:12][S:11][CH2:10][CH2:9]1, predict the reactants needed to synthesize it. The reactants are: [F:1][C:2]1[CH:3]=[C:4]([NH:15][C:16](=[O:22])[O:17][CH2:18][CH:19]([CH3:21])[CH3:20])[CH:5]=[CH:6][C:7]=1[C:8]1(O)[CH2:13][CH2:12][S:11][CH2:10][CH2:9]1.FC(F)(F)C(O)=O.C([SiH](CC)CC)C. (6) Given the product [C:8]([C:10](=[CH:39][CH:40]([CH3:41])[CH3:42])[C:11]([N:13]1[CH2:17][CH2:16][CH2:15][C@@H:14]1[CH2:18][N:19]1[C:23]2[CH:24]=[CH:25][CH:26]=[CH:27][C:22]=2[N:21]=[C:20]1[NH:28][C:3](=[O:5])[C:2]1[CH:84]=[CH:83][CH:82]=[C:78]([CH3:79])[CH:76]=1)=[O:12])#[N:9], predict the reactants needed to synthesize it. The reactants are: F[C:2](F)(F)[C:3]([OH:5])=O.[C:8]([C:10](=[CH:39][CH:40]([CH3:42])[CH3:41])[C:11]([N:13]1[CH2:17][CH2:16][CH2:15][C@@H:14]1[CH2:18][N:19]1[C:23]2[CH:24]=[CH:25][CH:26]=[CH:27][C:22]=2[N:21]=[C:20]1[NH:28]C(C1SC(C(F)F)=CC=1)=O)=[O:12])#[N:9].CCN(C(C)C)C(C)C.CN(C(ON1N=NC2C=CC=NC1=2)=[N+](C)C)C.F[P-](F)(F)(F)(F)F.[C:76]([C:78](=[CH:82][CH:83](C)[CH3:84])[C:79](O)=O)#N. (7) Given the product [CH3:1][C:2]1([CH3:12])[CH2:7][CH2:6][C:5]([CH3:9])([CH3:8])[C:4]([CH:10]=[O:24])=[CH:3]1, predict the reactants needed to synthesize it. The reactants are: [CH3:1][C:2]1([CH3:12])[CH2:7][CH2:6][C:5]([CH3:9])([CH3:8])[C:4]([C:10]#N)=[CH:3]1.[H-].C([Al+]CC(C)C)C(C)C.S([O-])([O-])(=O)=[O:24].[Na+].[Na+]. (8) Given the product [F:29][C:30]1[CH:39]=[CH:38][CH:37]=[CH:36][C:31]=1[C:32](=[O:33])[CH:24]([C:22]1[CH:21]=[CH:20][C:18]2[N:19]=[C:15]([NH:14][CH:11]([CH3:12])[CH3:13])[S:16][C:17]=2[CH:23]=1)[C:25]([O:27][CH3:28])=[O:26], predict the reactants needed to synthesize it. The reactants are: C[Si]([N-][Si](C)(C)C)(C)C.[Li+].[CH:11]([NH:14][C:15]1[S:16][C:17]2[CH:23]=[C:22]([CH2:24][C:25]([O:27][CH3:28])=[O:26])[CH:21]=[CH:20][C:18]=2[N:19]=1)([CH3:13])[CH3:12].[F:29][C:30]1[CH:39]=[CH:38][CH:37]=[CH:36][C:31]=1[C:32](OC)=[O:33].Cl. (9) Given the product [N:12]1[CH:13]=[CH:14][CH:15]=[C:10]([C:8]2[CH:9]=[C:4]([NH2:1])[C:5]([NH2:16])=[CH:6][CH:7]=2)[CH:11]=1, predict the reactants needed to synthesize it. The reactants are: [N+:1]([C:4]1[CH:9]=[C:8]([C:10]2[CH:11]=[N:12][CH:13]=[CH:14][CH:15]=2)[CH:7]=[CH:6][C:5]=1[NH2:16])([O-])=O. (10) Given the product [Br:16][C:4]1[C:5]2[C:10](=[CH:9][CH:8]=[C:7]([C:11]([O:13][CH2:14][CH3:15])=[O:12])[CH:6]=2)[NH:2][N:3]=1, predict the reactants needed to synthesize it. The reactants are: Cl.[NH:2]1[C:10]2[C:5](=[CH:6][C:7]([C:11]([O:13][CH2:14][CH3:15])=[O:12])=[CH:8][CH:9]=2)[CH:4]=[N:3]1.[Br:16]Br.C(OCC)(=O)C.CCCCCC.